Dataset: Experimentally validated miRNA-target interactions with 360,000+ pairs, plus equal number of negative samples. Task: Binary Classification. Given a miRNA mature sequence and a target amino acid sequence, predict their likelihood of interaction. (1) The miRNA is mmu-miR-344e-3p with sequence GAUAUAACCAAAGCCUGACUAU. The protein sequence of the target gene is MANNSPALTGNSQPQHQAAAAAAQQQQQCGGGGATKPAVSGKQGNVLPLWGNEKTMNLNPMILTNILSSPYFKVQLYELKTYHEVVDEIYFKVTHVEPWEKGSRKTAGQTGMCGGVRGVGTGGIVSTAFCLLYKLFTLKLTRKQVMGLITHTDSPYIRALGFMYIRYTQPPTDLWDWFESFLDDEEDLDVKAGGGCVMTIGEMLRSFLTKLEWFSTLFPRIPVPVQKNIDQQIKTRPRKIKKDGKEGAEEIDRHVERRRSRSPRRSLSPRRSPRRSRSRSHHREGHGSSSFDRELEREKE.... Result: 0 (no interaction). (2) The miRNA is hsa-miR-648 with sequence AAGUGUGCAGGGCACUGGU. The protein sequence of the target gene is MSMLPTFGFTQEQVACVCEVLQQGGNIERLGRFLWSLPACEHLHKNESVLKAKAVVAFHRGNFRELYKILESHQFSPHNHAKLQQLWLKAHYIEAEKLRGRPLGAVGKYRVRRKFPLPRSIWDGEETSYCFKEKSRSVLREWYAHNPYPSPREKRELAEATGLTTTQVSNWFKNRRQRDRAAEAKERENSENSNSSSHNPLASSLNGSGKSVLGSSEDEKTPSGTPDHSSSSPALLLSPPPPPGLPSLHSLGHPPGPSAVPVPVPGGGGADPLQHHHSLQDSILNPMSANLVDLGS. Result: 0 (no interaction). (3) The miRNA is mmu-miR-320-5p with sequence GCCUUCUCUUCCCGGUUCUUCC. The protein sequence of the target gene is MVDMDKLINNLEVQLNSEGGSMQVFKQVTASVRNRDPPEIEYRSNMTSPTLLDANPMENPALFNDIKIEPPEELLASDFSLPQVEPVDLSFHKPKAPLQPASMLQAPIRPPKPQSSPQTLVVSTSTSDMSTSANIPTVLTPGSVLTSSQSTGSQQILHVIHTIPSVSLPNKMGGLKTIPVVVQSLPMVYTTLPADGGPAAITVPLIGGDGKNAGSVKVDPTSMSPLEIPSDSEESTIESGSSALQSLQGLQQEPAAMAQMQGEESLDLKRRRIHQCDFAGCSKVYTKSSHLKAHRRIHTG.... Result: 0 (no interaction). (4) The miRNA is hsa-miR-6735-3p with sequence AGGCCUGUGGCUCCUCCCUCAG. The protein sequence of the target gene is MLVHLFRVGIRGGPFPGRLLPPLRFQTFSAVRNTWRNGKTGQLHKAEGEYSDGYRSSSLLRAVAHLRSQLWAHLPRAPLAPRWSPSAWCWVGGALLGPMVLSKHPHLCLVALCEAEEAPPASSTPHVVGSRFNWKLFWQFLHPHLLVLGVAVVLALGAALVNVQIPLLLGQLVEVVAKYTRDHVGSFMTESQNLSTHLLILYGVQGLLTFGYLVLLSHVGERMAVDMRRALFSSLLRQDITFFDANKTGQLVSRLTTDVQEFKSSFKLVISQGLRSCTQVAGCLVSLSMLSTRLTLLLMV.... Result: 0 (no interaction).